This data is from Forward reaction prediction with 1.9M reactions from USPTO patents (1976-2016). The task is: Predict the product of the given reaction. Given the reactants [CH3:1][S-:2].[Na+].[C:4]([O:8][C:9]([N:11]1[CH2:15][CH2:14][C@H:13]([C@@H:16]2[CH2:18][O:17]2)[CH2:12]1)=[O:10])([CH3:7])([CH3:6])[CH3:5].O, predict the reaction product. The product is: [C:4]([O:8][C:9]([N:11]1[CH2:15][CH2:14][C@H:13]([C@@H:16]([OH:17])[CH2:18][S:2][CH3:1])[CH2:12]1)=[O:10])([CH3:7])([CH3:6])[CH3:5].